From a dataset of hERG Central: cardiac toxicity at 1µM, 10µM, and general inhibition. Predict hERG channel inhibition at various concentrations. The molecule is CC(=O)N1c2c(cc(Br)cc2S(=O)(=O)NCc2ccc(C)cc2)CC1C. Results: hERG_inhib (hERG inhibition (general)): blocker.